Dataset: Catalyst prediction with 721,799 reactions and 888 catalyst types from USPTO. Task: Predict which catalyst facilitates the given reaction. (1) Reactant: [CH3:1][O:2][C:3]1[CH:8]=[C:7]([CH3:9])[C:6]([S:10]([N:13]2[CH2:18][CH2:17][CH2:16][CH2:15][CH:14]2[CH2:19][CH2:20][C:21](OCC)=[O:22])(=[O:12])=[O:11])=[C:5]([CH3:26])[CH:4]=1.[H-].[H-].[H-].[H-].[Li+].[Al+3].O.C1COCC1. Product: [CH3:1][O:2][C:3]1[CH:4]=[C:5]([CH3:26])[C:6]([S:10]([N:13]2[CH2:18][CH2:17][CH2:16][CH2:15][CH:14]2[CH2:19][CH2:20][CH2:21][OH:22])(=[O:11])=[O:12])=[C:7]([CH3:9])[CH:8]=1. The catalyst class is: 1. (2) Reactant: [CH3:1][C:2]1[CH:6]=[C:5]([CH3:7])[NH:4][C:3]=1/[CH:8]=[C:9]1\[C:10](=[O:18])[NH:11][C:12]2[C:17]\1=[CH:16][CH:15]=[CH:14][CH:13]=2.[CH:19]1[N:23]=[CH:22][N:21]([C:24](N2C=NC=C2)=[O:25])[CH:20]=1. Product: [CH3:1][C:2]1[CH:6]=[C:5]([CH3:7])[NH:4][C:3]=1/[CH:8]=[C:9]1\[C:10](=[O:18])[N:11]([C:24]([N:21]2[CH:20]=[CH:19][N:23]=[CH:22]2)=[O:25])[C:12]2[C:17]\1=[CH:16][CH:15]=[CH:14][CH:13]=2. The catalyst class is: 3. (3) Reactant: [Li+].CC([N-]C(C)C)C.[C:9]([CH:12]1[CH2:17][CH2:16][N:15]([C:18]([O:20][C:21]([CH3:24])([CH3:23])[CH3:22])=[O:19])[CH2:14][CH:13]1[CH3:25])(=[O:11])[CH3:10].Cl[Si](C)(C)C.C(=O)(O)[O-].[Na+].C1C(=O)N([Br:43])C(=O)C1. Product: [Br:43][CH2:10][C:9]([CH:12]1[CH2:17][CH2:16][N:15]([C:18]([O:20][C:21]([CH3:24])([CH3:23])[CH3:22])=[O:19])[CH2:14][CH:13]1[CH3:25])=[O:11]. The catalyst class is: 1. (4) Reactant: [CH:1]([C@H:4]1[NH:19][C:18](=[O:20])[C@@H:17]([CH2:21][S:22]C(C2C=CC=CC=2)(C2C=CC=CC=2)C2C=CC=CC=2)[NH:16][C:15](=[O:42])[C@@H:14]([CH3:43])[NH:13][C:12](=[O:44])[CH2:11][C@@H:10](/[CH:45]=[CH:46]/[CH2:47][CH2:48][S:49]C(C2C=CC=CC=2)(C2C=CC=CC=2)C2C=CC=CC=2)[O:9][C:8](=[O:69])[CH2:7][NH:6][C:5]1=[O:70])([CH3:3])[CH3:2].S([O-])([O-])(=O)=S.[Na+].[Na+].[Na+].[Cl-]. Product: [CH:1]([C@H:4]1[NH:19][C:18](=[O:20])[C@@H:17]2[NH:16][C:15](=[O:42])[C@@H:14]([CH3:43])[NH:13][C:12](=[O:44])[CH2:11][C@@H:10]([CH:45]=[CH:46][CH2:47][CH2:48][S:49][S:22][CH2:21]2)[O:9][C:8](=[O:69])[CH2:7][NH:6][C:5]1=[O:70])([CH3:3])[CH3:2]. The catalyst class is: 61. (5) Reactant: [NH2:1][C:2]1[CH:3]=[CH:4][C:5]([C:8]2[N:13]=[C:12]([OH:14])[CH:11]=[C:10]([C:15]([F:18])([F:17])[F:16])[N:9]=2)=[N:6][CH:7]=1.[C:19]([O-])([O-])=O.[K+].[K+].CI. Product: [CH3:19][O:14][C:12]1[CH:11]=[C:10]([C:15]([F:18])([F:17])[F:16])[N:9]=[C:8]([C:5]2[N:6]=[CH:7][C:2]([NH2:1])=[CH:3][CH:4]=2)[N:13]=1. The catalyst class is: 3. (6) Reactant: [O:1]1[C:5]2[CH:6]=[CH:7][C:8]([C:10]3([C:13]([OH:15])=O)[CH2:12][CH2:11]3)=[CH:9][C:4]=2[O:3][CH2:2]1.S(Cl)(Cl)=O.CN(C)C=O.[N:25]1[CH:30]=[CH:29][CH:28]=[CH:27][C:26]=1[NH2:31]. Product: [O:1]1[C:5]2[CH:6]=[CH:7][C:8]([C:10]3([C:13]([NH:31][C:26]4[CH:27]=[CH:28][CH:29]=[CH:30][N:25]=4)=[O:15])[CH2:11][CH2:12]3)=[CH:9][C:4]=2[O:3][CH2:2]1. The catalyst class is: 17. (7) Reactant: [NH2:1][C:2]1[CH:3]=[C:4]2[C:9](=[CH:10][CH:11]=1)[N:8]=[CH:7][C:6]([C:12]#[N:13])=[C:5]2[NH:14][C:15]1[CH:20]=[CH:19][C:18]([F:21])=[C:17]([Cl:22])[CH:16]=1.[Cl:23][C:24]1[N:28]([CH3:29])[N:27]=[C:26]([CH3:30])[C:25]=1[CH:31]=O.[BH3-]C#N.[Na+]. Product: [Cl:23][C:24]1[N:28]([CH3:29])[N:27]=[C:26]([CH3:30])[C:25]=1[CH2:31][NH:1][C:2]1[CH:3]=[C:4]2[C:9](=[CH:10][CH:11]=1)[N:8]=[CH:7][C:6]([C:12]#[N:13])=[C:5]2[NH:14][C:15]1[CH:20]=[CH:19][C:18]([F:21])=[C:17]([Cl:22])[CH:16]=1. The catalyst class is: 14. (8) Reactant: [Cl:1][C:2]1[N:7]=[C:6]([N:8]([C@@H:17]2[CH2:21][CH2:20][C:19]([F:23])([F:22])[CH2:18]2)[CH2:9][C:10]([CH3:16])([CH3:15])[C:11]([O:13]C)=O)[C:5]([N+:24]([O-])=O)=[CH:4][N:3]=1. Product: [Cl:1][C:2]1[N:3]=[CH:4][C:5]2[NH:24][C:11](=[O:13])[C:10]([CH3:16])([CH3:15])[CH2:9][N:8]([C@@H:17]3[CH2:21][CH2:20][C:19]([F:22])([F:23])[CH2:18]3)[C:6]=2[N:7]=1. The catalyst class is: 180.